From a dataset of Forward reaction prediction with 1.9M reactions from USPTO patents (1976-2016). Predict the product of the given reaction. (1) The product is: [F:29][C:26]1[CH:25]=[CH:24][C:23]([CH2:22][CH2:21][CH2:20][N:18]([CH2:17][C@@H:12]2[CH2:13][CH2:14][CH2:15][CH2:16][C@H:11]2[NH2:10])[CH3:19])=[CH:28][CH:27]=1. Given the reactants C(OC(=O)[NH:10][C@@H:11]1[CH2:16][CH2:15][CH2:14][CH2:13][C@H:12]1[CH2:17][N:18]([CH2:20][CH2:21][CH2:22][C:23]1[CH:28]=[CH:27][C:26]([F:29])=[CH:25][CH:24]=1)[CH3:19])C1C=CC=CC=1, predict the reaction product. (2) Given the reactants [CH2:1]([O:3][CH:4]1[CH2:11][CH:10]2[CH:6]([CH2:7][CH:8]([NH:12][CH2:13][C:14]([N:16]3[CH2:20][CH2:19][CH2:18][CH:17]3[C:21]#[N:22])=[O:15])[CH2:9]2)[CH2:5]1)[CH3:2].[ClH:23], predict the reaction product. The product is: [ClH:23].[CH2:1]([O:3][CH:4]1[CH2:5][CH:6]2[CH:10]([CH2:9][CH:8]([NH:12][CH2:13][C:14]([N:16]3[CH2:20][CH2:19][CH2:18][CH:17]3[C:21]#[N:22])=[O:15])[CH2:7]2)[CH2:11]1)[CH3:2].